Predict the reactants needed to synthesize the given product. From a dataset of Full USPTO retrosynthesis dataset with 1.9M reactions from patents (1976-2016). (1) Given the product [CH3:44][O:48][N:49]([CH3:50])[C:20]([C:18]1[CH:19]=[C:12]2[CH2:11][N:10]([C:8]([O:7][CH2:6][C:5]3[CH:23]=[C:24]([C:26]([F:29])([F:28])[F:27])[CH:25]=[C:3]([C:2]([F:31])([F:1])[F:30])[CH:4]=3)=[O:9])[CH2:16][CH2:15][CH2:14][N:13]2[N:17]=1)=[O:21], predict the reactants needed to synthesize it. The reactants are: [F:1][C:2]([F:31])([F:30])[C:3]1[CH:4]=[C:5]([CH:23]=[C:24]([C:26]([F:29])([F:28])[F:27])[CH:25]=1)[CH2:6][O:7][C:8]([N:10]1[CH2:16][CH2:15][CH2:14][N:13]2[N:17]=[C:18]([C:20](O)=[O:21])[CH:19]=[C:12]2[CH2:11]1)=[O:9].CCN(C(C)C)C(C)C.CN([C:44]([O:48][N:49]1N=NC2C=CC=N[C:50]1=2)=[N+](C)C)C.F[P-](F)(F)(F)(F)F.Cl.CNOC. (2) The reactants are: [N:1]1[C:10]2[C:5](=[CH:6][CH:7]=[CH:8][N:9]=2)[C:4]([CH:11]=[O:12])=[CH:3][CH:2]=1.[CH3:13][Mg]Br.[Cl-].[NH4+]. Given the product [N:1]1[C:10]2[C:5](=[CH:6][CH:7]=[CH:8][N:9]=2)[C:4]([CH:11]([OH:12])[CH3:13])=[CH:3][CH:2]=1, predict the reactants needed to synthesize it.